Dataset: Reaction yield outcomes from USPTO patents with 853,638 reactions. Task: Predict the reaction yield, written as a fraction of the theoretical maximum amount of product (1.0 means a 100% yield; for example, 0.34 means a 34% yield). (1) The reactants are Br.[Br:2][C:3]1[CH:4]=[C:5]([C:9]2[C:13]([C:14]3[N:15]=[C:16]([CH:19]4[CH2:24][CH2:23][NH:22][CH2:21][CH2:20]4)[S:17][CH:18]=3)=[C:12]([CH3:25])[O:11][N:10]=2)[CH:6]=[CH:7][CH:8]=1.C(N(C(C)C)CC)(C)C.[C:35]1([CH2:41][S:42](Cl)(=[O:44])=[O:43])[CH:40]=[CH:39][CH:38]=[CH:37][CH:36]=1. The catalyst is ClCCl. The product is [Br:2][C:3]1[CH:4]=[C:5]([C:9]2[C:13]([C:14]3[N:15]=[C:16]([CH:19]4[CH2:24][CH2:23][N:22]([S:42]([CH2:41][C:35]5[CH:40]=[CH:39][CH:38]=[CH:37][CH:36]=5)(=[O:44])=[O:43])[CH2:21][CH2:20]4)[S:17][CH:18]=3)=[C:12]([CH3:25])[O:11][N:10]=2)[CH:6]=[CH:7][CH:8]=1. The yield is 0.920. (2) The reactants are [Br:1][C:2]1[CH:7]=[CH:6][C:5]([F:8])=[CH:4][N+:3]=1[O-:9].[N+:10]([O-])([OH:12])=[O:11].[NH4+].[OH-]. The catalyst is S(=O)(=O)(O)O. The product is [Br:1][C:2]1[CH:7]=[C:6]([N+:10]([O-:12])=[O:11])[C:5]([F:8])=[CH:4][N+:3]=1[O-:9]. The yield is 0.400.